Dataset: NCI-60 drug combinations with 297,098 pairs across 59 cell lines. Task: Regression. Given two drug SMILES strings and cell line genomic features, predict the synergy score measuring deviation from expected non-interaction effect. (1) Drug 2: C1=NC(=NC(=O)N1C2C(C(C(O2)CO)O)O)N. Cell line: PC-3. Drug 1: C1C(C(OC1N2C=NC3=C(N=C(N=C32)Cl)N)CO)O. Synergy scores: CSS=10.2, Synergy_ZIP=-4.99, Synergy_Bliss=0.874, Synergy_Loewe=-3.25, Synergy_HSA=-0.620. (2) Drug 1: C1=C(C(=O)NC(=O)N1)N(CCCl)CCCl. Drug 2: CC1=C(C(=O)C2=C(C1=O)N3CC4C(C3(C2COC(=O)N)OC)N4)N. Cell line: HL-60(TB). Synergy scores: CSS=95.7, Synergy_ZIP=1.36, Synergy_Bliss=0.867, Synergy_Loewe=1.48, Synergy_HSA=4.73. (3) Drug 1: CN1CCC(CC1)COC2=C(C=C3C(=C2)N=CN=C3NC4=C(C=C(C=C4)Br)F)OC. Drug 2: CC1=C(C(=CC=C1)Cl)NC(=O)C2=CN=C(S2)NC3=CC(=NC(=N3)C)N4CCN(CC4)CCO. Cell line: M14. Synergy scores: CSS=-9.22, Synergy_ZIP=0.923, Synergy_Bliss=-9.74, Synergy_Loewe=-13.5, Synergy_HSA=-12.6. (4) Drug 1: CC1=C2C(C(=O)C3(C(CC4C(C3C(C(C2(C)C)(CC1OC(=O)C(C(C5=CC=CC=C5)NC(=O)OC(C)(C)C)O)O)OC(=O)C6=CC=CC=C6)(CO4)OC(=O)C)OC)C)OC. Drug 2: C1=CC(=CC=C1C#N)C(C2=CC=C(C=C2)C#N)N3C=NC=N3. Cell line: NCI-H522. Synergy scores: CSS=55.3, Synergy_ZIP=12.6, Synergy_Bliss=12.3, Synergy_Loewe=-30.4, Synergy_HSA=14.6. (5) Drug 1: C1=CC(=CC=C1CCC2=CNC3=C2C(=O)NC(=N3)N)C(=O)NC(CCC(=O)O)C(=O)O. Drug 2: C1=CN(C=N1)CC(O)(P(=O)(O)O)P(=O)(O)O. Cell line: BT-549. Synergy scores: CSS=6.19, Synergy_ZIP=-6.08, Synergy_Bliss=-3.09, Synergy_Loewe=-10.8, Synergy_HSA=-3.46. (6) Synergy scores: CSS=5.91, Synergy_ZIP=-0.378, Synergy_Bliss=4.00, Synergy_Loewe=1.22, Synergy_HSA=2.18. Drug 1: CC(C1=C(C=CC(=C1Cl)F)Cl)OC2=C(N=CC(=C2)C3=CN(N=C3)C4CCNCC4)N. Drug 2: CN(CCCl)CCCl.Cl. Cell line: OVCAR-8.